Dataset: Catalyst prediction with 721,799 reactions and 888 catalyst types from USPTO. Task: Predict which catalyst facilitates the given reaction. (1) Reactant: [N:1]1([C:7]2[C:8]3[N:23]=[N:22][N:21]([CH:24]4[CH2:29][CH2:28][NH:27][CH2:26][CH2:25]4)[C:9]=3[N:10]=[C:11]([C:13]3[CH:14]=[C:15]([CH2:19][OH:20])[CH:16]=[CH:17][CH:18]=3)[N:12]=2)[CH2:6][CH2:5][O:4][CH2:3][CH2:2]1.[CH:30](=O)[C:31]1[CH:36]=[CH:35][CH:34]=[CH:33][CH:32]=1.[BH-](OC(C)=O)(OC(C)=O)OC(C)=O.[Na+].CC(O)=O. Product: [CH2:30]([N:27]1[CH2:28][CH2:29][CH:24]([N:21]2[C:9]3[N:10]=[C:11]([C:13]4[CH:14]=[C:15]([CH2:19][OH:20])[CH:16]=[CH:17][CH:18]=4)[N:12]=[C:7]([N:1]4[CH2:6][CH2:5][O:4][CH2:3][CH2:2]4)[C:8]=3[N:23]=[N:22]2)[CH2:25][CH2:26]1)[C:31]1[CH:36]=[CH:35][CH:34]=[CH:33][CH:32]=1. The catalyst class is: 1. (2) Reactant: [CH3:1][O:2][C:3]1[CH:8]=[C:7]([C:9]2[S:10][CH:11]=[CH:12][N:13]=2)[CH:6]=[CH:5][C:4]=1[C:14]1[C:23]2[C:18](=[CH:19][C:20]([S:24]([NH:27][C:28]3[CH:33]=[CH:32][N:31]=[CH:30][N:29]=3)(=[O:26])=[O:25])=[CH:21][CH:22]=2)[CH:17]=[CH:16][N:15]=1.[Cl:34]N1C(C)(C)C(=O)N(Cl)C1=O. Product: [Cl:34][C:11]1[S:10][C:9]([C:7]2[CH:6]=[CH:5][C:4]([C:14]3[C:23]4[C:18](=[CH:19][C:20]([S:24]([NH:27][C:28]5[CH:33]=[CH:32][N:31]=[CH:30][N:29]=5)(=[O:26])=[O:25])=[CH:21][CH:22]=4)[CH:17]=[CH:16][N:15]=3)=[C:3]([O:2][CH3:1])[CH:8]=2)=[N:13][CH:12]=1. The catalyst class is: 5.